From a dataset of Experimentally validated miRNA-target interactions with 360,000+ pairs, plus equal number of negative samples. Binary Classification. Given a miRNA mature sequence and a target amino acid sequence, predict their likelihood of interaction. The miRNA is hsa-miR-4638-5p with sequence ACUCGGCUGCGGUGGACAAGU. The protein sequence of the target gene is MESPLIYVSVLLLNIFEFSSGIVYNKDDTEKRFACSNKGFPQENEIIKLYLFLENLKIQCFFQTENEIASKAMLSVFTSGGLAPSLGIMNSTYNGIFHFNLTLFSDRILWLVDIPRENITQSTDIAAVEEWLVRITLHHGLNIYATEGTLLDVIREPILQWTPGDVIPESEISKLYPHVVDLKVTKCPCANDVALLGFIVDTIVDGVYIGITFGGFWHDYDTTWFNMTQTIYSQLQEEYEDLSLVDMVLTNHFLVILTSLGLFVSEDLRYPSRHSLSFSRADFCGFERVDYVKGKLWYNE.... Result: 0 (no interaction).